Dataset: Full USPTO retrosynthesis dataset with 1.9M reactions from patents (1976-2016). Task: Predict the reactants needed to synthesize the given product. The reactants are: [OH:1][CH:2]1[N:6]([C:7]([O:9][C:10]([CH3:13])([CH3:12])[CH3:11])=[O:8])[C@H:5]([C:14]([O:16][CH2:17][C:18]2[CH:23]=[CH:22][CH:21]=[CH:20][CH:19]=2)=[O:15])[CH2:4][CH2:3]1.O.[C:25]1(C)C=CC(S(O)(=O)=O)=CC=1.C(=O)([O-])O.[Na+]. Given the product [CH3:25][O:1][CH:2]1[N:6]([C:7]([O:9][C:10]([CH3:12])([CH3:13])[CH3:11])=[O:8])[C@H:5]([C:14]([O:16][CH2:17][C:18]2[CH:19]=[CH:20][CH:21]=[CH:22][CH:23]=2)=[O:15])[CH2:4][CH2:3]1, predict the reactants needed to synthesize it.